From a dataset of Reaction yield outcomes from USPTO patents with 853,638 reactions. Predict the reaction yield, written as a fraction of the theoretical maximum amount of product (1.0 means a 100% yield; for example, 0.34 means a 34% yield). (1) The reactants are [Cl:1][C:2]1[N:3]([CH2:16][C:17]#[N:18])[C:4]2[C:9]([C:10]=1[S:11]([CH3:14])(=[O:13])=[O:12])=[CH:8][C:7]([Cl:15])=[CH:6][CH:5]=2.[CH2:19]([OH:21])[CH3:20]. The catalyst is C(Cl)(Cl)Cl. The product is [ClH:1].[CH2:19]([O:21][C:17](=[NH:18])[CH2:16][N:3]1[C:4]2[C:9](=[CH:8][C:7]([Cl:15])=[CH:6][CH:5]=2)[C:10]([S:11]([CH3:14])(=[O:13])=[O:12])=[C:2]1[Cl:1])[CH3:20]. The yield is 0.910. (2) The reactants are [Br:1][C:2]1[CH:3]=[C:4]([Cl:13])[C:5]([CH:8]([OH:12])CC=C)=[N:6][CH:7]=1.C[N+]1([O-])CC[O:18]CC1.[CH3:22][C:23]([CH3:25])=[O:24]. The catalyst is O.O=[Os](=O)(=O)=O. The product is [Br:1][C:2]1[CH:3]=[C:4]([Cl:13])[C:5]([CH:8]([OH:12])[CH2:22][CH:23]([OH:24])[CH2:25][OH:18])=[N:6][CH:7]=1. The yield is 0.700.